This data is from Reaction yield outcomes from USPTO patents with 853,638 reactions. The task is: Predict the reaction yield, written as a fraction of the theoretical maximum amount of product (1.0 means a 100% yield; for example, 0.34 means a 34% yield). The reactants are [CH:1](=O)[C:2]1[CH:7]=[CH:6][C:5]([O:8][CH3:9])=[CH:4][CH:3]=1.[NH2:11][C:12]1[N:13]=[N:14][C:15]([CH3:18])=[CH:16][CH:17]=1.C([O:21][C:22](=O)[C:23]([OH:34])=[CH:24][C:25](=[O:33])[C:26]1[CH:31]=[CH:30][C:29]([CH3:32])=[CH:28][CH:27]=1)C. No catalyst specified. The product is [OH:34][C:23]1[C:22](=[O:21])[N:11]([C:12]2[N:13]=[N:14][C:15]([CH3:18])=[CH:16][CH:17]=2)[CH:1]([C:2]2[CH:7]=[CH:6][C:5]([O:8][CH3:9])=[CH:4][CH:3]=2)[C:24]=1[C:25](=[O:33])[C:26]1[CH:31]=[CH:30][C:29]([CH3:32])=[CH:28][CH:27]=1. The yield is 0.250.